Dataset: Peptide-MHC class II binding affinity with 134,281 pairs from IEDB. Task: Regression. Given a peptide amino acid sequence and an MHC pseudo amino acid sequence, predict their binding affinity value. This is MHC class II binding data. (1) The peptide sequence is NFRFMSKGGMRNVFDEVIPT. The MHC is HLA-DQA10401-DQB10402 with pseudo-sequence HLA-DQA10401-DQB10402. The binding affinity (normalized) is 0.257. (2) The binding affinity (normalized) is 0.348. The peptide sequence is NFRFLTEKGMKNVFD. The MHC is HLA-DPA10103-DPB10402 with pseudo-sequence HLA-DPA10103-DPB10402.